Dataset: Reaction yield outcomes from USPTO patents with 853,638 reactions. Task: Predict the reaction yield, written as a fraction of the theoretical maximum amount of product (1.0 means a 100% yield; for example, 0.34 means a 34% yield). (1) The reactants are C([O:8][C:9]1[CH:35]=[CH:34][C:12]([C:13]([NH:15][NH:16][C:17]([C@@:19]2([CH3:33])[CH2:23][O:22][C:21]([CH3:25])([CH3:24])[N:20]2[C:26]([O:28][C:29]([CH3:32])([CH3:31])[CH3:30])=[O:27])=[O:18])=[O:14])=[CH:11][C:10]=1[C:36]([F:39])([F:38])[F:37])C1C=CC=CC=1. The catalyst is CO.[Pd]. The product is [OH:8][C:9]1[CH:35]=[CH:34][C:12]([C:13]([NH:15][NH:16][C:17]([C@@:19]2([CH3:33])[CH2:23][O:22][C:21]([CH3:24])([CH3:25])[N:20]2[C:26]([O:28][C:29]([CH3:32])([CH3:30])[CH3:31])=[O:27])=[O:18])=[O:14])=[CH:11][C:10]=1[C:36]([F:38])([F:39])[F:37]. The yield is 0.990. (2) The reactants are [Cl:1][C:2]1[C:7](N)=[C:6]([CH3:9])[CH:5]=[CH:4][N:3]=1.Cl.N([O-])=O.[Na+].[I-:15].[K+]. The catalyst is O. The product is [Cl:1][C:2]1[C:7]([I:15])=[C:6]([CH3:9])[CH:5]=[CH:4][N:3]=1. The yield is 0.470. (3) The reactants are [F:1][C:2]1[CH:3]=[C:4]([N:8]2[CH2:12][CH2:11][CH2:10][C@@H:9]2[C:13]2[CH:14]=[C:15]([C:30](O)=[O:31])[CH:16]=[C:17]3[C:22]=2[O:21][C:20]([N:23]2[CH2:28][CH2:27][O:26][CH2:25][CH2:24]2)=[CH:19][C:18]3=[O:29])[CH:5]=[CH:6][CH:7]=1.[CH3:33][N:34]1[CH2:39][CH2:38][NH:37][CH2:36][CH2:35]1. No catalyst specified. The product is [F:1][C:2]1[CH:3]=[C:4]([N:8]2[CH2:12][CH2:11][CH2:10][C@@H:9]2[C:13]2[CH:14]=[C:15]([C:30]([N:37]3[CH2:38][CH2:39][N:34]([CH3:33])[CH2:35][CH2:36]3)=[O:31])[CH:16]=[C:17]3[C:22]=2[O:21][C:20]([N:23]2[CH2:24][CH2:25][O:26][CH2:27][CH2:28]2)=[CH:19][C:18]3=[O:29])[CH:5]=[CH:6][CH:7]=1. The yield is 0.330. (4) The reactants are F[C:2]1[CH:9]=[CH:8][C:5]([CH:6]=[O:7])=[CH:4][CH:3]=1.C([O-])([O-])=O.[K+].[K+].[NH:16]1[CH:20]=[N:19][CH:18]=[N:17]1. The catalyst is CN(C=O)C.O. The product is [N:16]1([C:2]2[CH:9]=[CH:8][C:5]([CH:6]=[O:7])=[CH:4][CH:3]=2)[CH:20]=[N:19][CH:18]=[N:17]1. The yield is 0.650. (5) The reactants are [H-].[H-].[H-].[H-].[Li+].[Al+3].[F:7][C:8]1([F:18])[CH2:13][CH2:12][CH:11]([C:14](OC)=[O:15])[CH2:10][CH2:9]1.O.[OH-].[K+]. The catalyst is CCOCC. The product is [F:7][C:8]1([F:18])[CH2:13][CH2:12][CH:11]([CH2:14][OH:15])[CH2:10][CH2:9]1. The yield is 0.810. (6) The reactants are [Si]([O:8][CH:9]1[C:13]2=[CH:14][C:15]3[CH:16]=[C:17]([C:21]4[N:26]([CH2:27][C:28]5[CH:33]=[CH:32][C:31]([O:34][CH3:35])=[CH:30][C:29]=5[O:36][CH3:37])[C:25](=[O:38])[C:24]([C:39]([O:41][CH3:42])=[O:40])=[CH:23][C:22]=4[CH2:43][CH3:44])[CH:18]=[CH:19][C:20]=3[N:12]2[CH2:11][CH2:10]1)(C(C)(C)C)(C)C.CCCC[N+](CCCC)(CCCC)CCCC.[F-]. The catalyst is C1COCC1. The product is [CH3:37][O:36][C:29]1[CH:30]=[C:31]([O:34][CH3:35])[CH:32]=[CH:33][C:28]=1[CH2:27][N:26]1[C:21]([C:17]2[CH:18]=[CH:19][C:20]3[N:12]4[CH2:11][CH2:10][CH:9]([OH:8])[C:13]4=[CH:14][C:15]=3[CH:16]=2)=[C:22]([CH2:43][CH3:44])[CH:23]=[C:24]([C:39]([O:41][CH3:42])=[O:40])[C:25]1=[O:38]. The yield is 0.930. (7) The catalyst is O. The yield is 0.970. The reactants are [CH3:1][C:2]1[CH:7]=[C:6]([C:8]([OH:10])=[O:9])[CH:5]=[CH:4][C:3]=1[C:11]1[C:12]([C:17](O)=[O:18])=[CH:13][CH:14]=[CH:15][CH:16]=1. The product is [CH3:1][C:2]1[C:3]2[C:11]3[C:12](=[CH:13][CH:14]=[CH:15][CH:16]=3)[C:17](=[O:18])[C:4]=2[CH:5]=[C:6]([C:8]([OH:10])=[O:9])[CH:7]=1.